Dataset: Full USPTO retrosynthesis dataset with 1.9M reactions from patents (1976-2016). Task: Predict the reactants needed to synthesize the given product. (1) Given the product [CH2:13]([O:20][NH:21][C:10](=[O:12])[CH2:9][CH2:8][C:7]1[C:2](=[O:1])[NH:3][CH2:4][CH2:5][CH:6]=1)[C:14]1[CH:19]=[CH:18][CH:17]=[CH:16][CH:15]=1, predict the reactants needed to synthesize it. The reactants are: [O:1]=[C:2]1[C:7]([CH2:8][CH2:9][C:10]([OH:12])=O)=[CH:6][CH2:5][CH2:4][NH:3]1.[CH2:13]([O:20][NH2:21])[C:14]1[CH:19]=[CH:18][CH:17]=[CH:16][CH:15]=1.Cl.C(N(C(C)C)C)(C)C.C(Cl)CCl. (2) Given the product [CH2:1]([O:3][C:4](=[O:22])[CH:5]([N:12]1[CH:20]=[N:19][C:18]2[C:13]1=[N:14][CH:15]=[N:16][C:17]=2[NH:21][C:23]([C:24]1[CH:29]=[CH:28][CH:27]=[CH:26][CH:25]=1)([C:36]1[CH:37]=[CH:38][CH:39]=[CH:40][CH:41]=1)[C:30]1[CH:31]=[CH:32][CH:33]=[CH:34][CH:35]=1)[CH2:6][C:7]([O:9][CH2:10][CH3:11])=[O:8])[CH3:2], predict the reactants needed to synthesize it. The reactants are: [CH2:1]([O:3][C:4](=[O:22])[CH:5]([N:12]1[CH:20]=[N:19][C:18]2[C:13]1=[N:14][CH:15]=[N:16][C:17]=2[NH2:21])[CH2:6][C:7]([O:9][CH2:10][CH3:11])=[O:8])[CH3:2].[C:23](Cl)([C:36]1[CH:41]=[CH:40][CH:39]=[CH:38][CH:37]=1)([C:30]1[CH:35]=[CH:34][CH:33]=[CH:32][CH:31]=1)[C:24]1[CH:29]=[CH:28][CH:27]=[CH:26][CH:25]=1.